This data is from Peptide-MHC class I binding affinity with 185,985 pairs from IEDB/IMGT. The task is: Regression. Given a peptide amino acid sequence and an MHC pseudo amino acid sequence, predict their binding affinity value. This is MHC class I binding data. (1) The binding affinity (normalized) is 0.372. The peptide sequence is DPDHYKDYAF. The MHC is HLA-B35:01 with pseudo-sequence HLA-B35:01. (2) The peptide sequence is YLFQWNDNV. The MHC is HLA-B40:01 with pseudo-sequence HLA-B40:01. The binding affinity (normalized) is 0.0847. (3) The peptide sequence is DIDMFAIM. The MHC is H-2-Kb with pseudo-sequence H-2-Kb. The binding affinity (normalized) is 0.0827. (4) The peptide sequence is NYMPYVFTLL. The MHC is HLA-A24:02 with pseudo-sequence HLA-A24:02. The binding affinity (normalized) is 0.997. (5) The peptide sequence is VSRDFDDVY. The MHC is HLA-A80:01 with pseudo-sequence HLA-A80:01. The binding affinity (normalized) is 0.0847. (6) The peptide sequence is IPAPGLGAL. The MHC is HLA-A02:01 with pseudo-sequence HLA-A02:01. The binding affinity (normalized) is 0.0847.